This data is from Peptide-MHC class I binding affinity with 185,985 pairs from IEDB/IMGT. The task is: Regression. Given a peptide amino acid sequence and an MHC pseudo amino acid sequence, predict their binding affinity value. This is MHC class I binding data. (1) The peptide sequence is NTHIYLGSA. The MHC is HLA-A68:02 with pseudo-sequence HLA-A68:02. The binding affinity (normalized) is 0.362. (2) The peptide sequence is IQFDWYPTS. The MHC is HLA-A02:12 with pseudo-sequence HLA-A02:12. The binding affinity (normalized) is 0.405. (3) The peptide sequence is MRDLRQHEV. The MHC is HLA-A02:16 with pseudo-sequence HLA-A02:16. The binding affinity (normalized) is 0.0847. (4) The peptide sequence is FPCSICLSGL. The MHC is HLA-A30:02 with pseudo-sequence HLA-A30:02. The binding affinity (normalized) is 0. (5) The peptide sequence is KIRSEELSF. The MHC is HLA-A24:02 with pseudo-sequence HLA-A24:02. The binding affinity (normalized) is 0. (6) The peptide sequence is FFLQRLYFL. The MHC is HLA-B08:01 with pseudo-sequence HLA-B08:01. The binding affinity (normalized) is 0.823. (7) The peptide sequence is RVEESRARL. The MHC is HLA-A02:01 with pseudo-sequence HLA-A02:01. The binding affinity (normalized) is 0.0847. (8) The peptide sequence is PLMGGAYIAFPTSCHMFI. The MHC is HLA-A11:01 with pseudo-sequence HLA-A11:01. The binding affinity (normalized) is 0.138. (9) The peptide sequence is KTLDISSFY. The MHC is HLA-A30:01 with pseudo-sequence HLA-A30:01. The binding affinity (normalized) is 0.709.